Dataset: Human liver microsome stability data. Task: Regression/Classification. Given a drug SMILES string, predict its absorption, distribution, metabolism, or excretion properties. Task type varies by dataset: regression for continuous measurements (e.g., permeability, clearance, half-life) or binary classification for categorical outcomes (e.g., BBB penetration, CYP inhibition). Dataset: hlm. (1) The compound is Cc1ccccc1OCC(=O)Nc1ccc2cn(C(C)C)nc2c1. The result is 1 (stable in human liver microsomes). (2) The drug is NC(=O)c1cncc(OCc2cccc(NC(=O)c3cccnc3)c2)c1. The result is 0 (unstable in human liver microsomes).